From a dataset of Forward reaction prediction with 1.9M reactions from USPTO patents (1976-2016). Predict the product of the given reaction. (1) Given the reactants C([O:8][C:9]([C@H:11]1[CH2:16][CH2:15][C@@H:14]([NH:17][C:18]([C:20]2[C:21]([O:27][C:28]3[CH:33]=[CH:32][CH:31]=[C:30]([S:34][CH3:35])[CH:29]=3)=[N:22][CH:23]=[C:24]([F:26])[CH:25]=2)=[O:19])[CH2:13][CH2:12]1)=[O:10])C1C=CC=CC=1, predict the reaction product. The product is: [F:26][C:24]1[CH:25]=[C:20]([C:18]([NH:17][C@@H:14]2[CH2:15][CH2:16][C@H:11]([C:9]([OH:10])=[O:8])[CH2:12][CH2:13]2)=[O:19])[C:21]([O:27][C:28]2[CH:33]=[CH:32][CH:31]=[C:30]([S:34][CH3:35])[CH:29]=2)=[N:22][CH:23]=1. (2) Given the reactants Cl[C:2]1[CH:3]=[C:4]([C:8]2[N:13]=[CH:12][C:11]([O:14][CH2:15][CH3:16])=[CH:10][N:9]=2)[CH:5]=[CH:6][CH:7]=1.CC(C1C=C(C(C)C)C(C2C=CC=CC=2P(C2CCCCC2)C2CCCCC2)=C(C(C)C)C=1)C.[B:51]1([B:51]2[O:55][C:54]([CH3:57])([CH3:56])[C:53]([CH3:59])([CH3:58])[O:52]2)[O:55][C:54]([CH3:57])([CH3:56])[C:53]([CH3:59])([CH3:58])[O:52]1.CC([O-])=O.[K+], predict the reaction product. The product is: [CH2:15]([O:14][C:11]1[CH:10]=[N:9][C:8]([C:4]2[CH:5]=[CH:6][CH:7]=[C:2]([B:51]3[O:55][C:54]([CH3:57])([CH3:56])[C:53]([CH3:59])([CH3:58])[O:52]3)[CH:3]=2)=[N:13][CH:12]=1)[CH3:16]. (3) Given the reactants [CH3:1][O:2][C:3]1[CH:4]=[C:5]2[C:10](=[CH:11][C:12]=1[O:13][CH2:14][CH:15]1[CH2:17][O:16]1)[N:9]=[CH:8][CH:7]=[C:6]2[O:18][C:19]1[C:20]([C:27]2[CH:32]=[CH:31][CH:30]=[C:29]([CH3:33])[N:28]=2)=[N:21][C:22]([CH3:26])=[C:23]([CH3:25])[CH:24]=1.FC(F)(F)C(O)=[O:37].[OH-].[Na+].O, predict the reaction product. The product is: [CH3:1][O:2][C:3]1[CH:4]=[C:5]2[C:10](=[CH:11][C:12]=1[O:13][CH2:14][CH:15]([OH:16])[CH2:17][OH:37])[N:9]=[CH:8][CH:7]=[C:6]2[O:18][C:19]1[C:20]([C:27]2[CH:32]=[CH:31][CH:30]=[C:29]([CH3:33])[N:28]=2)=[N:21][C:22]([CH3:26])=[C:23]([CH3:25])[CH:24]=1. (4) Given the reactants C(OC(=O)[N:7]([CH2:14][C:15](=[O:29])[NH:16][C:17]1[CH:22]=[CH:21][C:20]([C:23]2[CH:28]=[CH:27][N:26]=[CH:25][CH:24]=2)=[CH:19][CH:18]=1)[C:8]1[CH:13]=[CH:12][CH:11]=[CH:10][CH:9]=1)(C)(C)C.[F:31][C:32]([F:37])([F:36])[C:33]([OH:35])=[O:34], predict the reaction product. The product is: [F:31][C:32]([F:37])([F:36])[C:33]([OH:35])=[O:34].[F:31][C:32]([F:37])([F:36])[C:33]([OH:35])=[O:34].[NH:7]([CH2:14][C:15]([NH:16][C:17]1[CH:22]=[CH:21][C:20]([C:23]2[CH:24]=[CH:25][N:26]=[CH:27][CH:28]=2)=[CH:19][CH:18]=1)=[O:29])[C:8]1[CH:13]=[CH:12][CH:11]=[CH:10][CH:9]=1. (5) Given the reactants [CH3:1][NH:2][S:3]([C:6]1[C:7]([CH3:16])=[C:8]2[C:12](=[CH:13][CH:14]=1)[NH:11][C:10](=[O:15])[CH2:9]2)(=[O:5])=[O:4].[O:17]=[C:18]1[C:23]2=[CH:24][NH:25][C:26]([CH:27]=O)=[C:22]2[CH2:21][CH2:20][O:19]1, predict the reaction product. The product is: [CH3:1][NH:2][S:3]([C:6]1[C:7]([CH3:16])=[C:8]2[C:12](=[CH:13][CH:14]=1)[NH:11][C:10](=[O:15])[C:9]2=[CH:27][C:26]1[NH:25][CH:24]=[C:23]2[C:18](=[O:17])[O:19][CH2:20][CH2:21][C:22]=12)(=[O:5])=[O:4]. (6) The product is: [CH:14]1([CH:17]([C:19]2[S:20][CH:21]=[CH:22][N:23]=2)[NH:18][C:11]([C:8]2[CH:9]=[C:10]3[C:5](=[CH:6][CH:7]=2)[NH:4][N:3]=[C:2]3[I:1])=[O:13])[CH2:16][CH2:15]1. Given the reactants [I:1][C:2]1[C:10]2[C:5](=[CH:6][CH:7]=[C:8]([C:11]([OH:13])=O)[CH:9]=2)[NH:4][N:3]=1.[CH:14]1([CH:17]([C:19]2[S:20][CH:21]=[CH:22][N:23]=2)[NH2:18])[CH2:16][CH2:15]1.CN(C(ON1N=NC2C=CC=CC1=2)=[N+](C)C)C.[B-](F)(F)(F)F.CCN(C(C)C)C(C)C, predict the reaction product. (7) Given the reactants C[O:2][C:3](=[O:25])[CH2:4][CH2:5][C:6]1[CH:11]=[CH:10][C:9]([O:12][CH2:13][CH:14]2[CH2:18][CH2:17][C:16]3([CH2:24][CH2:23][CH2:22][CH2:21][CH2:20][CH2:19]3)[CH2:15]2)=[CH:8][CH:7]=1.C(O)C.[OH-].[Na+], predict the reaction product. The product is: [CH2:15]1[C:16]2([CH2:19][CH2:20][CH2:21][CH2:22][CH2:23][CH2:24]2)[CH2:17][CH2:18][CH:14]1[CH2:13][O:12][C:9]1[CH:10]=[CH:11][C:6]([CH2:5][CH2:4][C:3]([OH:25])=[O:2])=[CH:7][CH:8]=1.